This data is from Peptide-MHC class II binding affinity with 134,281 pairs from IEDB. The task is: Regression. Given a peptide amino acid sequence and an MHC pseudo amino acid sequence, predict their binding affinity value. This is MHC class II binding data. (1) The peptide sequence is DEARRMWASAQNISG. The MHC is DRB1_0404 with pseudo-sequence DRB1_0404. The binding affinity (normalized) is 0.477. (2) The peptide sequence is GETQIVDKIDAAFKI. The MHC is DRB1_1101 with pseudo-sequence DRB1_1101. The binding affinity (normalized) is 0.429. (3) The peptide sequence is NALSMMPEAMTIVML. The MHC is HLA-DQA10501-DQB10402 with pseudo-sequence HLA-DQA10501-DQB10402. The binding affinity (normalized) is 0.502.